The task is: Predict the reaction yield, written as a fraction of the theoretical maximum amount of product (1.0 means a 100% yield; for example, 0.34 means a 34% yield).. This data is from Reaction yield outcomes from USPTO patents with 853,638 reactions. The reactants are [BH4-].[Na+].FC(F)(F)C(O)=O.[O:10]1[CH:14]=[CH:13][C:12]([CH:15](O)[C:16]2[CH:17]=[N:18][N:19]3[C:24]([N:25]([CH3:32])[C:26]4[CH:31]=[CH:30][CH:29]=[CH:28][CH:27]=4)=[N:23][C:22]([CH2:33][CH2:34][CH3:35])=[N:21][C:20]=23)=[CH:11]1.[OH-].[Na+]. The catalyst is ClCCl.O. The product is [O:10]1[CH:14]=[CH:13][C:12]([CH2:15][C:16]2[CH:17]=[N:18][N:19]3[C:24]([N:25]([CH3:32])[C:26]4[CH:27]=[CH:28][CH:29]=[CH:30][CH:31]=4)=[N:23][C:22]([CH2:33][CH2:34][CH3:35])=[N:21][C:20]=23)=[CH:11]1. The yield is 0.900.